Dataset: Catalyst prediction with 721,799 reactions and 888 catalyst types from USPTO. Task: Predict which catalyst facilitates the given reaction. (1) Reactant: [CH3:1][O:2][C:3]1[N:8]=[C:7]2[CH:9]=[CH:10][NH:11][C:6]2=[CH:5][C:4]=1[O:12][CH3:13].[I:14]I.[C:16](O[C:16]([O:18][C:19]([CH3:22])([CH3:21])[CH3:20])=[O:17])([O:18][C:19]([CH3:22])([CH3:21])[CH3:20])=[O:17]. Product: [C:19]([O:18][C:16]([N:11]1[C:6]2[C:7](=[N:8][C:3]([O:2][CH3:1])=[C:4]([O:12][CH3:13])[CH:5]=2)[C:9]([I:14])=[CH:10]1)=[O:17])([CH3:22])([CH3:21])[CH3:20]. The catalyst class is: 3. (2) Reactant: C[O:2][C:3]([C:5]1[C:18]([NH:19][C:20]2[CH:25]=[CH:24][C:23]([Br:26])=[CH:22][C:21]=2[CH3:27])=[C:17]([F:28])[C:8]2[N:9]=[CH:10][N:11]([CH2:12][CH2:13][CH2:14][CH:15]=[CH2:16])[C:7]=2[CH:6]=1)=[O:4].CO.[OH-].[Na+]. Product: [Br:26][C:23]1[CH:24]=[CH:25][C:20]([NH:19][C:18]2[C:5]([C:3]([OH:4])=[O:2])=[CH:6][C:7]3[N:11]([CH2:12][CH2:13][CH2:14][CH:15]=[CH2:16])[CH:10]=[N:9][C:8]=3[C:17]=2[F:28])=[C:21]([CH3:27])[CH:22]=1. The catalyst class is: 1. (3) Reactant: [C:1]1([C@@H:7](NC[C@@H](CCC)CC(O)=O)[CH3:8])[CH:6]=[CH:5][CH:4]=[CH:3][CH:2]=1.C([O:22][CH2:23][CH3:24])(=O)C.Cl. Product: [CH:1]1[CH:6]=[C:5]2[CH:4]=[CH:24][C:23]([OH:22])=[C:7]([C:1]3[C:2]4[C:3](=[CH:8][CH:7]=[CH:23][CH:24]=4)[CH:4]=[CH:5][C:6]=3[OH:22])[C:8]2=[CH:3][CH:2]=1. The catalyst class is: 5. (4) Reactant: [C:1]1([CH3:8])[C:6]([OH:7])=[CH:5][CH:4]=[CH:3][CH:2]=1.[CH3:9][C:10]([C:12]1[CH:21]=[CH:20][C:19]2[C:14](=[CH:15][CH:16]=[CH:17][CH:18]=2)[CH:13]=1)=O.S(=O)(=O)(O)O.S[CH2:28][CH2:29][C:30]([OH:32])=O. Product: [CH:13]1[C:14]2[C:19](=[CH:18][CH:17]=[CH:16][CH:15]=2)[CH:20]=[CH:21][C:12]=1[C:10]([C:1]1[CH:2]=[CH:3][C:30]([OH:32])=[C:29]([CH3:28])[CH:6]=1)([C:3]1[CH:4]=[CH:5][C:6]([OH:7])=[C:1]([CH3:8])[CH:2]=1)[CH3:9]. The catalyst class is: 11. (5) Product: [C:1]1([N:7]([CH2:27][CH2:28][C:29]([O:31][CH3:32])=[O:30])[C:8]([C:10]2[CH:11]=[C:12]3[C:16](=[CH:17][CH:18]=2)[NH:15][C:14]([CH2:26][NH:53][C:54]2[CH:61]=[CH:60][C:57]([C:58]#[N:59])=[CH:56][CH:55]=2)=[CH:13]3)=[O:9])[CH:2]=[CH:3][CH:36]=[CH:35][CH:6]=1. Reactant: [C:1]1([N:7]([CH2:27][CH2:28][C:29]([O:31][CH3:32])=[O:30])[C:8]([C:10]2[CH:11]=[C:12]3[C:16](=[CH:17][CH:18]=2)[N:15](C(OC(C)(C)C)=O)[C:14]([CH3:26])=[CH:13]3)=[O:9])[CH:6]=CC=[CH:3][CH:2]=1.BrN1C(=O)C[CH2:36][C:35]1=O.N(C(C)(C)C#N)=NC(C)(C)C#N.[NH2:53][C:54]1[CH:61]=[CH:60][C:57]([C:58]#[N:59])=[CH:56][CH:55]=1. The catalyst class is: 53.